This data is from Full USPTO retrosynthesis dataset with 1.9M reactions from patents (1976-2016). The task is: Predict the reactants needed to synthesize the given product. (1) Given the product [CH2:1]([O:8][C:9](=[O:22])[NH:10][C:11]1[CH:16]=[CH:15][CH:14]=[C:13]([C:17]2[N:26]([CH:23]3[CH2:25][CH2:24]3)[CH:19]=[N:20][N:21]=2)[CH:12]=1)[C:2]1[CH:7]=[CH:6][CH:5]=[CH:4][CH:3]=1, predict the reactants needed to synthesize it. The reactants are: [CH2:1]([O:8][C:9](=[O:22])[NH:10][C:11]1[CH:16]=[CH:15][CH:14]=[C:13]([C:17]2O[CH:19]=[N:20][N:21]=2)[CH:12]=1)[C:2]1[CH:7]=[CH:6][CH:5]=[CH:4][CH:3]=1.[CH:23]1([NH2:26])[CH2:25][CH2:24]1.FC(F)(F)C(O)=O. (2) Given the product [S:15]1[C:19]2[CH:20]=[CH:21][CH:22]=[C:23]([O:24][C:2]3[CH:7]=[CH:6][C:5]([NH2:8])=[CH:4][C:3]=3[C:11]([F:14])([F:13])[F:12])[C:18]=2[CH:17]=[N:16]1, predict the reactants needed to synthesize it. The reactants are: F[C:2]1[CH:7]=[CH:6][C:5]([N+:8]([O-])=O)=[CH:4][C:3]=1[C:11]([F:14])([F:13])[F:12].[S:15]1[C:19]2=[CH:20][CH:21]=[CH:22][C:23]([OH:24])=[C:18]2[CH:17]=[N:16]1.C(=O)([O-])[O-].[K+].[K+].O. (3) Given the product [Cl:24][C:25]1[CH:32]=[CH:31][C:28]([CH2:29][CH:3]([C:2](=[O:1])[CH3:21])[C:4]([C@H:6]2[CH2:10][CH2:9][CH2:8][N:7]2[C:11]([O:13][CH2:14][C:15]2[CH:16]=[CH:17][CH:18]=[CH:19][CH:20]=2)=[O:12])=[O:5])=[CH:27][CH:26]=1, predict the reactants needed to synthesize it. The reactants are: [O:1]=[C:2]([CH3:21])[CH2:3][C:4]([C@H:6]1[CH2:10][CH2:9][CH2:8][N:7]1[C:11]([O:13][CH2:14][C:15]1[CH:20]=[CH:19][CH:18]=[CH:17][CH:16]=1)=[O:12])=[O:5].[H-].[Na+].[Cl:24][C:25]1[CH:32]=[CH:31][C:28]([CH2:29]Br)=[CH:27][CH:26]=1. (4) Given the product [C:8]([O:12][C:13](=[O:14])/[CH:15]=[CH:39]/[C:38]1[CH:41]=[CH:42][C:43]([N+:44]([O-:46])=[O:45])=[C:36]([F:35])[CH:37]=1)([CH3:11])([CH3:10])[CH3:9], predict the reactants needed to synthesize it. The reactants are: CC([O-])(C)C.[K+].[Br-].[C:8]([O:12][C:13]([C:15]1C=CC=CC=1[P+](C)(C1C=CC=CC=1)C1C=CC=CC=1)=[O:14])([CH3:11])([CH3:10])[CH3:9].[F:35][C:36]1[CH:37]=[C:38]([CH:41]=[CH:42][C:43]=1[N+:44]([O-:46])=[O:45])[CH:39]=O.